Predict the product of the given reaction. From a dataset of Forward reaction prediction with 1.9M reactions from USPTO patents (1976-2016). (1) Given the reactants Cl[CH2:2][CH2:3][NH:4][C:5]([NH:7][CH:8]([C:12]1[CH:17]=[CH:16][CH:15]=[CH:14][CH:13]=1)[CH2:9][C:10]#[CH:11])=[O:6].C(=O)([O-])[O-].[Na+].[Na+], predict the reaction product. The product is: [NH3:4].[C:12]1([CH:8]([NH:7][C:5]2[O:6][CH2:2][CH2:3][N:4]=2)[CH2:9][C:10]#[CH:11])[CH:17]=[CH:16][CH:15]=[CH:14][CH:13]=1. (2) Given the reactants C1COCC1.Cl[C:7]1[C:8]2[CH:21]=[C:20]([CH3:22])[S:19][C:9]=2[N:10]=[C:11]([CH2:13][CH2:14][C:15]([F:18])([F:17])[F:16])[N:12]=1.[CH3:23][SH:24].[Na], predict the reaction product. The product is: [CH3:22][C:20]1[S:19][C:9]2[N:10]=[C:11]([CH2:13][CH2:14][C:15]([F:18])([F:17])[F:16])[N:12]=[C:7]([S:24][CH3:23])[C:8]=2[CH:21]=1. (3) Given the reactants F[C:2]1[CH:9]=[C:8]([N:10]2[C:22]3[CH:21]=[CH:20][CH:19]=[C:18]([C:23]4[NH:27][C:26]5[CH:28]=[C:29]([F:32])[CH:30]=[CH:31][C:25]=5[N:24]=4)[C:17]=3[C:16]3[C:11]2=[CH:12][CH:13]=[CH:14][CH:15]=3)[CH:7]=[CH:6][C:3]=1[C:4]#[N:5].C(=O)([O-])[O-:34].[K+].[K+].[NH2:39][CH2:40][CH2:41][CH:42]([OH:44])[CH3:43].[OH-].[Na+].OO, predict the reaction product. The product is: [F:32][C:29]1[CH:30]=[CH:31][C:25]2[N:24]=[C:23]([C:18]3[C:17]4[C:16]5[C:11](=[CH:12][CH:13]=[CH:14][CH:15]=5)[N:10]([C:8]5[CH:7]=[CH:6][C:3]([C:4]([NH2:5])=[O:34])=[C:2]([NH:39][CH2:40][CH2:41][CH:42]([OH:44])[CH3:43])[CH:9]=5)[C:22]=4[CH:21]=[CH:20][CH:19]=3)[NH:27][C:26]=2[CH:28]=1.